Dataset: Full USPTO retrosynthesis dataset with 1.9M reactions from patents (1976-2016). Task: Predict the reactants needed to synthesize the given product. (1) Given the product [CH2:1]([C:3]1[CH:12]=[CH:11][CH:10]=[C:9]2[C:4]=1[CH2:5][CH2:6][C:7]1[N:8]2[CH:13]=[N:14][C:15]=1[CH2:16][CH:17]1[CH2:22][CH2:21][CH2:20][N:19]([C:23]([O:25][C:26]([CH3:29])([CH3:28])[CH3:27])=[O:24])[C:18]1=[O:30])[CH3:2], predict the reactants needed to synthesize it. The reactants are: [CH:1]([C:3]1[CH:12]=[CH:11][CH:10]=[C:9]2[C:4]=1[CH2:5][CH2:6][C:7]1[N:8]2[CH:13]=[N:14][C:15]=1/[CH:16]=[C:17]1/[C:18](=[O:30])[N:19]([C:23]([O:25][C:26]([CH3:29])([CH3:28])[CH3:27])=[O:24])[CH2:20][CH2:21][CH2:22]/1)=[CH2:2]. (2) Given the product [OH:1][C:2]1[C:3]([C:13]([O:15][CH3:20])=[O:14])=[CH:4][C:5]2[C:10]([CH:11]=1)=[C:9]([OH:12])[CH:8]=[CH:7][CH:6]=2, predict the reactants needed to synthesize it. The reactants are: [OH:1][C:2]1[C:3]([C:13]([OH:15])=[O:14])=[CH:4][C:5]2[C:10]([CH:11]=1)=[C:9]([OH:12])[CH:8]=[CH:7][CH:6]=2.S(Cl)(Cl)=O.[CH3:20]O. (3) Given the product [CH2:20]([NH:27][C:28](=[O:29])[O:17][C:13]1[CH:12]=[C:11]2[C:16](=[CH:15][CH:14]=1)[N:8]([CH2:7][C:2]1[CH:3]=[CH:4][CH:5]=[CH:6][N:1]=1)[CH2:9][C:10]2([CH3:19])[CH3:18])[C:21]1[CH:26]=[CH:25][CH:24]=[CH:23][CH:22]=1, predict the reactants needed to synthesize it. The reactants are: [N:1]1[CH:6]=[CH:5][CH:4]=[CH:3][C:2]=1[CH2:7][N:8]1[C:16]2[C:11](=[CH:12][C:13]([OH:17])=[CH:14][CH:15]=2)[C:10]([CH3:19])([CH3:18])[CH2:9]1.[CH2:20]([N:27]=[C:28]=[O:29])[C:21]1[CH:26]=[CH:25][CH:24]=[CH:23][CH:22]=1. (4) Given the product [Cl:26][C:6]1[C:5]2[C:10](=[CH:11][C:12]([O:13][CH2:14][CH2:15][CH2:16][N:17]([CH3:22])[S:18]([CH3:21])(=[O:20])=[O:19])=[C:3]([O:2][CH3:1])[CH:4]=2)[N:9]=[CH:8][N:7]=1, predict the reactants needed to synthesize it. The reactants are: [CH3:1][O:2][C:3]1[CH:4]=[C:5]2[C:10](=[CH:11][C:12]=1[O:13][CH2:14][CH2:15][CH2:16][N:17]([CH3:22])[S:18]([CH3:21])(=[O:20])=[O:19])[N:9]=[CH:8][NH:7][C:6]2=O.S(Cl)([Cl:26])=O. (5) Given the product [Br:1][C:2]1[CH:7]=[CH:6][C:5]([C:8]2[CH:13]=[CH:12][C:11]([CH2:14][C:15]([N:20]([O:21][CH3:22])[CH3:19])=[O:17])=[CH:10][CH:9]=2)=[CH:4][CH:3]=1, predict the reactants needed to synthesize it. The reactants are: [Br:1][C:2]1[CH:7]=[CH:6][C:5]([C:8]2[CH:13]=[CH:12][C:11]([CH2:14][C:15]([OH:17])=O)=[CH:10][CH:9]=2)=[CH:4][CH:3]=1.Cl.[CH3:19][NH:20][O:21][CH3:22].[Cl-].COC1N=C(OC)N=C([N+]2(C)CCOCC2)N=1.CN1CCOCC1. (6) Given the product [OH:39][C:40]([CH3:41])([CH3:35])[CH2:4][N:5]1[CH2:33][CH2:32][C:8]2([S:12][C:11]([C:13]3[NH:14][C:15]4[C:20]([CH:21]=3)=[CH:19][CH:18]=[CH:17][C:16]=4[N:22]([CH3:31])[S:23]([C:26]3[S:27][CH:28]=[CH:29][CH:30]=3)(=[O:25])=[O:24])=[N:10][CH2:9]2)[CH2:7][CH2:6]1, predict the reactants needed to synthesize it. The reactants are: COC(=O)[CH2:4][N:5]1[CH2:33][CH2:32][C:8]2([S:12][C:11]([C:13]3[NH:14][C:15]4[C:20]([CH:21]=3)=[CH:19][CH:18]=[CH:17][C:16]=4[N:22]([CH3:31])[S:23]([C:26]3[S:27][CH:28]=[CH:29][CH:30]=3)(=[O:25])=[O:24])=[N:10][CH2:9]2)[CH2:7][CH2:6]1.[CH3:35][Li].C([O:39][CH2:40][CH3:41])C.[Cl-].[NH4+]. (7) Given the product [C:33]([O:32][C:30](=[O:31])[NH:1][C@H:2]([C:27](=[O:28])[NH:80][CH2:79][CH2:78][N:77]([C:75]([O:74][CH2:70][C:46]1[CH:47]=[CH:48][CH:49]=[CH:50][CH:61]=1)=[O:76])[CH3:82])[CH2:3][CH2:4][CH2:5][NH:6]/[C:7](/[NH2:26])=[N:8]/[S:9]([C:12]1[C:24]([CH3:25])=[C:23]([CH3:22])[C:17]2[O:18][C:19]([CH3:21])([CH3:20])[CH2:16][C:15]=2[C:13]=1[CH3:14])(=[O:10])=[O:11])([CH3:35])([CH3:34])[CH3:36], predict the reactants needed to synthesize it. The reactants are: [NH:1]([C:30]([O:32][C:33]([CH3:36])([CH3:35])[CH3:34])=[O:31])[C@H:2]([C:27](O)=[O:28])[CH2:3][CH2:4][CH2:5][NH:6][C:7](=[NH:26])[NH:8][S:9]([C:12]1[C:24]([CH3:25])=[C:23]2[C:17]([O:18][C:19]([CH2:22]2)([CH3:21])[CH3:20])=[C:15]([CH3:16])[C:13]=1[CH3:14])(=[O:11])=[O:10].CN(C(ON1N=N[C:47]2[CH:48]=[CH:49][CH:50]=N[C:46]1=2)=[N+](C)C)C.F[P-](F)(F)(F)(F)F.[CH3:61]CN(C(C)C)C(C)C.[C:70]([O:74][C:75]([N:77]1[CH2:82]C[N:80](C(=O)[C@@H](NS(C2C=CC3C(=CC=CC=3)C=2)(=O)=O)CCCN/C(/N)=N/S(C2C(C)=C(C)C3OC(C)(C)CC=3C=2C)(=O)=O)[CH2:79][CH2:78]1)=[O:76])(C)(C)C.Cl.